Dataset: Full USPTO retrosynthesis dataset with 1.9M reactions from patents (1976-2016). Task: Predict the reactants needed to synthesize the given product. (1) Given the product [Cl:1][C:2]1[CH:10]=[C:9]2[C:5]([CH:6]=[C:7]([C:16]3[CH:17]=[C:18]([CH2:22][N:23]4[C:24](=[O:33])[C:25]5[C:30](=[CH:29][CH:28]=[CH:27][CH:26]=5)[C:31]4=[O:32])[CH:19]=[N:20][CH:21]=3)[N:8]2[CH3:11])=[CH:4][CH:3]=1, predict the reactants needed to synthesize it. The reactants are: [Cl:1][C:2]1[CH:10]=[C:9]2[C:5]([CH:6]=[C:7](B(O)O)[N:8]2[CH3:11])=[CH:4][CH:3]=1.Br[C:16]1[CH:17]=[C:18]([CH2:22][N:23]2[C:31](=[O:32])[C:30]3[C:25](=[CH:26][CH:27]=[CH:28][CH:29]=3)[C:24]2=[O:33])[CH:19]=[N:20][CH:21]=1. (2) The reactants are: [Cl:1][C:2]1[C:3]([CH3:52])=[C:4]([C:18]2[C:26]3[C:25]([O:27][C@H:28]([CH2:34][C:35]4[CH:40]=[CH:39][CH:38]=[CH:37][C:36]=4[OH:41])[C:29]([O:31][CH2:32][CH3:33])=[O:30])=[N:24][CH:23]=[N:22][C:21]=3[S:20][C:19]=2[C:42]2[CH:47]=[CH:46][C:45]([F:48])=[C:44]([CH2:49][O:50][CH3:51])[CH:43]=2)[CH:5]=[CH:6][C:7]=1[O:8][CH2:9][CH2:10][N:11]1[CH2:16][CH2:15][N:14]([CH3:17])[CH2:13][CH2:12]1.[CH3:53][O:54][C:55]1[N:60]=[C:59]([CH2:61]O)[CH:58]=[CH:57][N:56]=1.C1C=CC(P(C2C=CC=CC=2)C2C=CC=CC=2)=CC=1.N(C(OC(C)(C)C)=O)=NC(OC(C)(C)C)=O. Given the product [Cl:1][C:2]1[C:3]([CH3:52])=[C:4]([C:18]2[C:26]3[C:25]([O:27][C@H:28]([CH2:34][C:35]4[CH:40]=[CH:39][CH:38]=[CH:37][C:36]=4[O:41][CH2:61][C:59]4[CH:58]=[CH:57][N:56]=[C:55]([O:54][CH3:53])[N:60]=4)[C:29]([O:31][CH2:32][CH3:33])=[O:30])=[N:24][CH:23]=[N:22][C:21]=3[S:20][C:19]=2[C:42]2[CH:47]=[CH:46][C:45]([F:48])=[C:44]([CH2:49][O:50][CH3:51])[CH:43]=2)[CH:5]=[CH:6][C:7]=1[O:8][CH2:9][CH2:10][N:11]1[CH2:16][CH2:15][N:14]([CH3:17])[CH2:13][CH2:12]1, predict the reactants needed to synthesize it. (3) The reactants are: [C:1]1([N:7]([C:29]2[CH:34]=[CH:33][CH:32]=[CH:31][CH:30]=2)[C:8]2[CH:13]=[CH:12][C:11]([C:14]3[CH:19]=[CH:18][C:17](B4OC(C)(C)C(C)(C)O4)=[CH:16][N:15]=3)=[CH:10][CH:9]=2)[CH:6]=[CH:5][CH:4]=[CH:3][CH:2]=1.Br[C:36]1[CH:37]=[CH:38][C:39]([C:42]2[S:43][C:44]3[CH:50]=[CH:49][CH:48]=[CH:47][C:45]=3[N:46]=2)=[N:40][CH:41]=1.C([O-])([O-])=O.[Na+].[Na+].O. Given the product [S:43]1[C:44]2[CH:50]=[CH:49][CH:48]=[CH:47][C:45]=2[N:46]=[C:42]1[C:39]1[N:40]=[CH:41][C:36]([C:17]2[CH:16]=[N:15][C:14]([C:11]3[CH:12]=[CH:13][C:8]([N:7]([C:29]4[CH:30]=[CH:31][CH:32]=[CH:33][CH:34]=4)[C:1]4[CH:6]=[CH:5][CH:4]=[CH:3][CH:2]=4)=[CH:9][CH:10]=3)=[CH:19][CH:18]=2)=[CH:37][CH:38]=1, predict the reactants needed to synthesize it. (4) Given the product [CH2:9]([C:11]12[CH2:35][CH2:34][C:33]3([CH2:4][O:36]3)[CH2:32][CH:12]1[CH2:13][CH2:14][O:15][C:16]1[C:17]2=[CH:18][C:19]2[CH:20]=[N:21][N:22]([C:25]3[CH:30]=[CH:29][N:28]=[C:27]([CH3:31])[CH:26]=3)[C:23]=2[CH:24]=1)[CH3:10], predict the reactants needed to synthesize it. The reactants are: [H-].[Na+].[I-].[CH3:4][S+](C)(C)=O.[CH2:9]([C@:11]12[CH2:35][CH2:34][C:33](=[O:36])[CH2:32][C@H:12]1[CH2:13][CH2:14][O:15][C:16]1[C:17]2=[CH:18][C:19]2[CH:20]=[N:21][N:22]([C:25]3[CH:30]=[CH:29][N:28]=[C:27]([CH3:31])[CH:26]=3)[C:23]=2[CH:24]=1)[CH3:10]. (5) Given the product [Br:1][C:2]1[CH:7]=[CH:6][N:5]2[CH:8]=[C:9]([C:11]3[CH:12]=[CH:13][C:14]([O:17][CH2:29][F:30])=[CH:15][CH:16]=3)[N:10]=[C:4]2[CH:3]=1, predict the reactants needed to synthesize it. The reactants are: [Br:1][C:2]1[CH:7]=[CH:6][N:5]2[CH:8]=[C:9]([C:11]3[CH:16]=[CH:15][C:14]([OH:17])=[CH:13][CH:12]=3)[N:10]=[C:4]2[CH:3]=1.CC1C=CC(S(O[CH2:29][F:30])(=O)=O)=CC=1.C(=O)([O-])[O-].[Cs+].[Cs+].O. (6) Given the product [N:1]1([C:7]2[CH:15]=[C:11]3[C:10](=[CH:9][CH:8]=2)[N:16]=[C:26]([C:23]2[C:21]4[CH:22]=[CH:17][CH:18]=[CH:19][C:20]=4[S:25][CH:24]=2)[NH:14][C:12]3=[O:13])[CH2:2][CH2:3][CH2:4][CH2:5][CH2:6]1, predict the reactants needed to synthesize it. The reactants are: [N:1]1([C:7]2[CH:8]=[CH:9][C:10]([NH2:16])=[C:11]([CH:15]=2)[C:12]([NH2:14])=[O:13])[CH2:6][CH2:5][CH2:4][CH2:3][CH2:2]1.[CH:17]1[CH:22]=[C:21]2[C:23]([CH:26]=O)=[CH:24][S:25][C:20]2=[CH:19][CH:18]=1.